From a dataset of Catalyst prediction with 721,799 reactions and 888 catalyst types from USPTO. Predict which catalyst facilitates the given reaction. (1) Reactant: [CH2:1]([N:8]1[CH2:12][CH:11]([C:13]2[CH:18]=[CH:17][C:16]([Cl:19])=[C:15]([Cl:20])[CH:14]=2)[CH:10]([NH2:21])[CH2:9]1)[C:2]1[CH:7]=[CH:6][CH:5]=[CH:4][CH:3]=1.C(N(CC)C(C)C)(C)C.[C:31]([O:35][C:36](O[C:36]([O:35][C:31]([CH3:34])([CH3:33])[CH3:32])=[O:37])=[O:37])([CH3:34])([CH3:33])[CH3:32]. Product: [C:31]([O:35][C:36](=[O:37])[NH:21][C@@H:10]1[C@@H:11]([C:13]2[CH:18]=[CH:17][C:16]([Cl:19])=[C:15]([Cl:20])[CH:14]=2)[CH2:12][N:8]([CH2:1][C:2]2[CH:3]=[CH:4][CH:5]=[CH:6][CH:7]=2)[CH2:9]1)([CH3:34])([CH3:33])[CH3:32]. The catalyst class is: 112. (2) Reactant: [CH2:1]([N:8]1[CH2:14][CH2:13][CH2:12][CH2:11][CH2:10][C:9]1=[O:15])[C:2]1[CH:7]=[CH:6][CH:5]=[CH:4][CH:3]=1.[Li+].CC([N-]C(C)C)C.[C:24](=O)([O:27]C)[O:25][CH3:26]. Product: [CH2:1]([N:8]1[CH2:14][CH2:13][CH2:12][CH2:11][CH:10]([C:24]([O:25][CH3:26])=[O:27])[C:9]1=[O:15])[C:2]1[CH:7]=[CH:6][CH:5]=[CH:4][CH:3]=1. The catalyst class is: 28. (3) The catalyst class is: 8. Product: [CH:1]([O:4][C:5]1[CH:6]=[C:7]([CH:10]=[CH:11][N:12]=1)[C:8]([OH:16])=[O:13])([CH3:3])[CH3:2]. Reactant: [CH:1]([O:4][C:5]1[CH:6]=[C:7]([CH:10]=[CH:11][N:12]=1)[C:8]#N)([CH3:3])[CH3:2].[OH-:13].[Na+].Cl.[OH2:16]. (4) Reactant: [C:1]1([C@H:7]([CH3:38])[CH2:8][N:9]([CH2:17][CH2:18][CH2:19][S:20][CH2:21][CH2:22][NH:23][CH2:24][C@H:25]([OH:37])[C:26]2[C:34]3[S:33][C:32](=[O:35])[NH:31][C:30]=3[C:29]([OH:36])=[CH:28][CH:27]=2)C(=O)OC(C)(C)C)[CH:6]=[CH:5][CH:4]=[CH:3][CH:2]=1.[ClH:39]. Product: [ClH:39].[ClH:39].[C:1]1([C@H:7]([CH3:38])[CH2:8][NH:9][CH2:17][CH2:18][CH2:19][S:20][CH2:21][CH2:22][NH:23][CH2:24][C@@H:25]([C:26]2[C:34]3[S:33][C:32](=[O:35])[NH:31][C:30]=3[C:29]([OH:36])=[CH:28][CH:27]=2)[OH:37])[CH:6]=[CH:5][CH:4]=[CH:3][CH:2]=1. The catalyst class is: 12. (5) Reactant: [F:1][C:2]([F:18])([F:17])[C:3]1[N:8]=[CH:7][C:6]([C:9]2[CH:14]=[CH:13][N:12]=[C:11]([CH2:15][NH2:16])[CH:10]=2)=[CH:5][CH:4]=1.[F:19][C:20]1[CH:25]=[CH:24][C:23]([S:26]([N:29]([CH2:33][C:34](O)=[O:35])[CH:30]([CH3:32])[CH3:31])(=[O:28])=[O:27])=[CH:22][CH:21]=1.CN(C(ON1N=NC2C=CC=NC1=2)=[N+](C)C)C.F[P-](F)(F)(F)(F)F.C(N(CC)C(C)C)(C)C.OS([O-])(=O)=O.[K+]. Product: [F:19][C:20]1[CH:21]=[CH:22][C:23]([S:26]([N:29]([CH:30]([CH3:32])[CH3:31])[CH2:33][C:34]([NH:16][CH2:15][C:11]2[CH:10]=[C:9]([C:6]3[CH:7]=[N:8][C:3]([C:2]([F:1])([F:17])[F:18])=[CH:4][CH:5]=3)[CH:14]=[CH:13][N:12]=2)=[O:35])(=[O:27])=[O:28])=[CH:24][CH:25]=1. The catalyst class is: 2. (6) Reactant: ClC1C2CN(C(OCC3C=CC=CC=3)=O)CCC=2N=C(C)N=1.CB(O)O.[CH3:27][C:28]1[N:29]=[C:30]([CH3:48])[C:31]2[CH2:37][N:36](C(OCC3C=CC=CC=3)=O)[CH2:35][CH2:34][C:32]=2[N:33]=1. Product: [CH3:27][C:28]1[N:29]=[C:30]([CH3:48])[C:31]2[CH2:37][NH:36][CH2:35][CH2:34][C:32]=2[N:33]=1. The catalyst class is: 140. (7) Product: [C:37]([N:2]1[CH2:3][CH:4]([C:6]2[O:10][N:9]=[C:8]([C:11]3[CH:12]=[CH:13][C:14]([CH3:29])=[C:15]([NH:17][C:18]([C:20]4[N:24]5[CH:25]=[CH:26][CH:27]=[CH:28][C:23]5=[N:22][CH:21]=4)=[O:19])[CH:16]=3)[N:7]=2)[CH2:5]1)#[N:36]. Reactant: Cl.[NH:2]1[CH2:5][CH:4]([C:6]2[O:10][N:9]=[C:8]([C:11]3[CH:12]=[CH:13][C:14]([CH3:29])=[C:15]([NH:17][C:18]([C:20]4[N:24]5[CH:25]=[CH:26][CH:27]=[CH:28][C:23]5=[N:22][CH:21]=4)=[O:19])[CH:16]=3)[N:7]=2)[CH2:3]1.C(=O)([O-])[O-].[K+].[K+].[N:36]#[C:37]Br. The catalyst class is: 46.